Dataset: Peptide-MHC class I binding affinity with 185,985 pairs from IEDB/IMGT. Task: Regression. Given a peptide amino acid sequence and an MHC pseudo amino acid sequence, predict their binding affinity value. This is MHC class I binding data. (1) The peptide sequence is AAMRPDYSHI. The MHC is H-2-Db with pseudo-sequence H-2-Db. The binding affinity (normalized) is 0.278. (2) The peptide sequence is VLSDFKSWL. The MHC is HLA-A02:02 with pseudo-sequence HLA-A02:02. The binding affinity (normalized) is 0.735. (3) The peptide sequence is IGWKYYKS. The MHC is H-2-Db with pseudo-sequence H-2-Db. The binding affinity (normalized) is 0. (4) The peptide sequence is AEQASQEVKNW. The MHC is HLA-A02:01 with pseudo-sequence HLA-A02:01. The binding affinity (normalized) is 0.0111. (5) The peptide sequence is KRVDWSVEY. The MHC is HLA-A02:01 with pseudo-sequence HLA-A02:01. The binding affinity (normalized) is 0.0847.